This data is from Reaction yield outcomes from USPTO patents with 853,638 reactions. The task is: Predict the reaction yield, written as a fraction of the theoretical maximum amount of product (1.0 means a 100% yield; for example, 0.34 means a 34% yield). (1) The reactants are [CH3:1][O:2][C:3]1[CH:4]=[C:5]2[C:10](=[CH:11][C:12]=1[O:13][CH3:14])[N:9]=[CH:8][CH:7]=[C:6]2[O:15][C:16]1[CH:22]=[CH:21][C:19]([NH2:20])=[CH:18][CH:17]=1.C(N(CC)CC)C.ClC(Cl)(O[C:34](=[O:40])OC(Cl)(Cl)Cl)Cl.[F:42][C:43]1[CH:48]=[CH:47][C:46]([CH:49]([NH2:51])[CH3:50])=[CH:45][CH:44]=1. The catalyst is C(Cl)(Cl)Cl. The product is [CH3:1][O:2][C:3]1[CH:4]=[C:5]2[C:10](=[CH:11][C:12]=1[O:13][CH3:14])[N:9]=[CH:8][CH:7]=[C:6]2[O:15][C:16]1[CH:22]=[CH:21][C:19]([NH:20][C:34]([NH:51][CH:49]([C:46]2[CH:47]=[CH:48][C:43]([F:42])=[CH:44][CH:45]=2)[CH3:50])=[O:40])=[CH:18][CH:17]=1. The yield is 0.0800. (2) The reactants are [Li+].[CH3:2]C([N-]C(C)C)C.[CH3:9][O:10][C:11](=[O:25])[CH2:12][C:13]1[C:14]([F:24])=[C:15]2[C:20](=[CH:21][C:22]=1[F:23])[N:19]=[CH:18][CH:17]=[CH:16]2.CI. The catalyst is C1COCC1. The product is [CH3:9][O:10][C:11](=[O:25])[CH:12]([C:13]1[C:14]([F:24])=[C:15]2[C:20](=[CH:21][C:22]=1[F:23])[N:19]=[CH:18][CH:17]=[CH:16]2)[CH3:2]. The yield is 0.950. (3) The reactants are [C:1](=[O:4])([O-])[O-:2].[K+].[K+].O[C:8]1[CH:16]=[CH:15][C:11](C(O)=O)=[CH:10][C:9]=1[O:17][CH3:18].CN(C)[CH:21]=[O:22].Br[CH2:25][C:26]1[CH:31]=[CH:30][CH:29]=[CH:28][CH:27]=1. The catalyst is [Cl-].[Na+].O. The product is [CH2:18]([O:17][C:9]1[CH:8]=[CH:16][C:15]([C:1]([O:2][CH2:25][C:26]2[CH:31]=[CH:30][CH:29]=[CH:28][CH:27]=2)=[O:4])=[CH:11][C:10]=1[O:22][CH3:21])[C:8]1[CH:16]=[CH:15][CH:11]=[CH:10][CH:9]=1. The yield is 0.770. (4) The reactants are [NH2:1][CH2:2][CH2:3][CH2:4][C:5]1([C:22]2[CH:27]=[CH:26][CH:25]=[CH:24][CH:23]=2)[N:9]([C:10](=[O:14])[CH:11]([CH3:13])[CH3:12])[N:8]=[C:7]([C:15]2[CH:20]=[CH:19][CH:18]=[C:17]([F:21])[CH:16]=2)[S:6]1.[CH3:28][C:29]([CH3:31])=O.C(O[BH-](OC(=O)C)OC(=O)C)(=O)C.[Na+]. The catalyst is C(#N)C.C([O-])([O-])=O.[Na+].[Na+]. The product is [F:21][C:17]1[CH:16]=[C:15]([C:7]2[S:6][C:5]([CH2:4][CH2:3][CH2:2][NH:1][CH:29]([CH3:31])[CH3:28])([C:22]3[CH:27]=[CH:26][CH:25]=[CH:24][CH:23]=3)[N:9]([C:10](=[O:14])[CH:11]([CH3:13])[CH3:12])[N:8]=2)[CH:20]=[CH:19][CH:18]=1. The yield is 0.500. (5) The yield is 0.860. The reactants are Br[C:2]1[C:7](=[O:8])[N:6]([CH2:9][C:10]2[CH:15]=[CH:14][C:13]([C:16]3[C:17]([C:22]#[N:23])=[CH:18][CH:19]=[CH:20][CH:21]=3)=[CH:12][CH:11]=2)[C:5]([CH2:24][CH2:25][CH3:26])=[N:4][C:3]=1[CH2:27][CH3:28].[O:29]1[C:33]2[CH:34]=[CH:35][C:36]([OH:38])=[CH:37][C:32]=2[O:31][CH2:30]1.[OH-].[K+].CS(C)=O. The product is [O:29]1[C:33]2[CH:34]=[CH:35][C:36]([O:38][C:2]3[C:7](=[O:8])[N:6]([CH2:9][C:10]4[CH:15]=[CH:14][C:13]([C:16]5[C:17]([C:22]#[N:23])=[CH:18][CH:19]=[CH:20][CH:21]=5)=[CH:12][CH:11]=4)[C:5]([CH2:24][CH2:25][CH3:26])=[N:4][C:3]=3[CH2:27][CH3:28])=[CH:37][C:32]=2[O:31][CH2:30]1. The catalyst is C(OCC)(=O)C. (6) The reactants are [CH2:1]([N:3]1[C:7]2=[N:8][C:9]([CH2:32][CH3:33])=[C:10]([CH2:19][NH:20][C:21]([C:23]3[N:28]=[C:27]([C:29](O)=[O:30])[CH:26]=[CH:25][CH:24]=3)=[O:22])[C:11]([NH:12][CH:13]3[CH2:18][CH2:17][O:16][CH2:15][CH2:14]3)=[C:6]2[CH:5]=[N:4]1)[CH3:2].[Br:34][C:35]1[CH:36]=[C:37]([CH2:42][NH2:43])[CH:38]=[CH:39][C:40]=1[Cl:41].CN(C(ON1N=NC2C=CC=CC1=2)=[N+](C)C)C.F[P-](F)(F)(F)(F)F.CCN(CC)CC. The catalyst is C(Cl)Cl. The product is [Br:34][C:35]1[CH:36]=[C:37]([CH2:42][NH:43][C:29]([C:27]2[CH:26]=[CH:25][CH:24]=[C:23]([C:21]([NH:20][CH2:19][C:10]3[C:11]([NH:12][CH:13]4[CH2:18][CH2:17][O:16][CH2:15][CH2:14]4)=[C:6]4[CH:5]=[N:4][N:3]([CH2:1][CH3:2])[C:7]4=[N:8][C:9]=3[CH2:32][CH3:33])=[O:22])[N:28]=2)=[O:30])[CH:38]=[CH:39][C:40]=1[Cl:41]. The yield is 0.410. (7) The reactants are [CH3:1][O:2][C:3]1[CH:12]=[C:11]([O:13][CH3:14])[CH:10]=[C:9]2[C:4]=1[C:5](=[O:31])[NH:6][C:7]([C:15]1[CH:20]=[CH:19][C:18]([N:21]3[CH2:25][CH2:24][CH:23]([N:26](C)[C:27](=O)C)[CH2:22]3)=[CH:17][CH:16]=1)=[N:8]2. The catalyst is Cl. The product is [CH3:1][O:2][C:3]1[CH:12]=[C:11]([O:13][CH3:14])[CH:10]=[C:9]2[C:4]=1[C:5](=[O:31])[NH:6][C:7]([C:15]1[CH:20]=[CH:19][C:18]([N:21]3[CH2:25][CH2:24][CH:23]([NH:26][CH3:27])[CH2:22]3)=[CH:17][CH:16]=1)=[N:8]2. The yield is 0.470. (8) The reactants are [C:1]([C:3]1([C:16]2[CH:21]=[CH:20][C:19]([Cl:22])=[C:18]([Cl:23])[CH:17]=2)[CH2:8][CH2:7][N:6]([C:9]([O:11][C:12]([CH3:15])([CH3:14])[CH3:13])=[O:10])[CH2:5][CH2:4]1)#N.Cl.[OH-:25].[Na+].CC(OC(OC(OC(C)(C)C)=O)=O)(C)C.[OH2:42]. The catalyst is O1CCOCC1. The product is [C:12]([O:11][C:9]([N:6]1[CH2:7][CH2:8][C:3]([C:16]2[CH:21]=[CH:20][C:19]([Cl:22])=[C:18]([Cl:23])[CH:17]=2)([C:1]([OH:42])=[O:25])[CH2:4][CH2:5]1)=[O:10])([CH3:14])([CH3:15])[CH3:13]. The yield is 0.410. (9) The reactants are [C:1]([N:4]([C@H:21]1[C:30]2[C:25](=[CH:26][CH:27]=[CH:28][CH:29]=2)[N:24]([C:31](=[O:40])[C:32]2[CH:37]=[CH:36][C:35]([O:38][CH3:39])=[CH:34][CH:33]=2)[C@@H:23]([CH3:41])[CH2:22]1)[C:5]1[CH:13]=[CH:12][CH:11]=[C:10]2[C:6]=1[CH:7]=[CH:8][N:9]2C(OC(C)(C)C)=O)(=[O:3])[CH3:2]. The catalyst is Cl.O1CCOCC1. The product is [NH:9]1[C:10]2[C:6](=[C:5]([N:4]([C@H:21]3[C:30]4[C:25](=[CH:26][CH:27]=[CH:28][CH:29]=4)[N:24]([C:31](=[O:40])[C:32]4[CH:37]=[CH:36][C:35]([O:38][CH3:39])=[CH:34][CH:33]=4)[C@@H:23]([CH3:41])[CH2:22]3)[C:1](=[O:3])[CH3:2])[CH:13]=[CH:12][CH:11]=2)[CH:7]=[CH:8]1. The yield is 0.280. (10) The reactants are [Cl:1][C:2]1[C:7]([N:8]2[CH2:13][CH2:12][CH:11]([C:14]3[C:19]([O:20][CH3:21])=[CH:18][CH:17]=[CH:16][C:15]=3[F:22])[CH2:10][CH2:9]2)=[CH:6][N:5]=[N:4][C:3]=1[NH:23][NH2:24].C(=O)(O)[O-].[Na+].[F:30][C:31]([F:37])([F:36])[CH2:32][C:33](Cl)=[O:34]. The catalyst is C(OCC)(=O)C.C1COCC1.O. The product is [Cl:1][C:2]1[C:7]([N:8]2[CH2:13][CH2:12][CH:11]([C:14]3[C:19]([O:20][CH3:21])=[CH:18][CH:17]=[CH:16][C:15]=3[F:22])[CH2:10][CH2:9]2)=[CH:6][N:5]=[N:4][C:3]=1[NH:23][NH:24][C:33](=[O:34])[CH2:32][C:31]([F:37])([F:36])[F:30]. The yield is 0.870.